Dataset: Full USPTO retrosynthesis dataset with 1.9M reactions from patents (1976-2016). Task: Predict the reactants needed to synthesize the given product. (1) Given the product [O:1]=[C:2]1[C:10]([C:11]([OH:13])=[O:12])=[C:5]2[CH2:6][O:7][CH2:8][CH2:9][N:4]2[N:3]1[C:16]1[CH:21]=[CH:20][CH:19]=[CH:18][CH:17]=1, predict the reactants needed to synthesize it. The reactants are: [O:1]=[C:2]1[C:10]([C:11]([O:13]CC)=[O:12])=[C:5]2[CH2:6][O:7][CH2:8][CH2:9][N:4]2[N:3]1[C:16]1[CH:21]=[CH:20][CH:19]=[CH:18][CH:17]=1.[OH-].[Na+]. (2) Given the product [CH:1]1[CH:2]=[CH:3][N:4]2[CH2:10][C:9]3[CH:11]=[CH:12][CH:13]=[CH:14][C:8]=3[N:7]([C:15]([C:17]3[CH:22]=[CH:21][C:20]([C:23]4[CH2:28][CH2:27][CH2:26][C@@H:25]([OH:29])[C:24]=4[CH3:30])=[C:19]([CH3:31])[CH:18]=3)=[O:16])[CH2:6][C:5]=12, predict the reactants needed to synthesize it. The reactants are: [CH2:1]1[C:5]2=[CH:6][N:7]([C:15]([C:17]3[CH:22]=[CH:21][C:20]([C:23]4[CH2:28][CH2:27][CH2:26][C:25](=[O:29])[C:24]=4[CH3:30])=[C:19]([CH3:31])[CH:18]=3)=[O:16])[C:8]3[CH:14]=[CH:13][CH:12]=[CH:11][C:9]=3[CH2:10][N:4]2[CH:3]=[CH:2]1.B.O1CCCC1. (3) Given the product [C:1]([CH:3]([C:19]1[CH:24]=[CH:23][C:22]([F:25])=[CH:21][CH:20]=1)[CH:4]([C:11]1[C:16]([F:17])=[CH:15][CH:14]=[CH:13][C:12]=1[F:18])[CH2:5][C:6]([OH:8])=[O:7])#[N:2], predict the reactants needed to synthesize it. The reactants are: [C:1]([CH:3]([C:19]1[CH:24]=[CH:23][C:22]([F:25])=[CH:21][CH:20]=1)[CH:4]([C:11]1[C:16]([F:17])=[CH:15][CH:14]=[CH:13][C:12]=1[F:18])[CH2:5][C:6]([O:8]CC)=[O:7])#[N:2].[OH-].[Li+].ClCCl. (4) Given the product [Cl:42][C:43]1[CH:51]=[CH:50][C:46]2[O:47][CH2:48][O:49][C:45]=2[C:44]=1[NH:52][C:27]1[C:36]2[C:31](=[CH:32][C:33]([O:40][CH3:41])=[C:34]([NH2:37])[CH:35]=2)[N:30]=[CH:29][N:28]=1, predict the reactants needed to synthesize it. The reactants are: ClC1C=C(NC2C3C(=CC(OCCOC)=C(N)C=3)N=CN=2)C=CC=1F.Cl[C:27]1[C:36]2[C:31](=[CH:32][C:33]([O:40][CH3:41])=[C:34]([N+:37]([O-])=O)[CH:35]=2)[N:30]=[CH:29][N:28]=1.[Cl:42][C:43]1[CH:51]=[CH:50][C:46]2[O:47][CH2:48][O:49][C:45]=2[C:44]=1[NH2:52]. (5) Given the product [C:30]1([CH2:36][C:37]([N:10]2[CH2:11][CH2:12][C:13]3[C:18](=[CH:17][CH:16]=[CH:15][CH:14]=3)[CH:9]2[C:6]2[CH:5]=[CH:4][C:3]([C:2]([F:1])([F:19])[F:20])=[CH:8][CH:7]=2)=[O:38])[CH:35]=[CH:34][CH:33]=[CH:32][CH:31]=1, predict the reactants needed to synthesize it. The reactants are: [F:1][C:2]([F:20])([F:19])[C:3]1[CH:8]=[CH:7][C:6]([CH:9]2[C:18]3[C:13](=[CH:14][CH:15]=[CH:16][CH:17]=3)[CH2:12][CH2:11][NH:10]2)=[CH:5][CH:4]=1.CCN(C(C)C)C(C)C.[C:30]1([CH2:36][C:37](Cl)=[O:38])[CH:35]=[CH:34][CH:33]=[CH:32][CH:31]=1.O.